Dataset: Reaction yield outcomes from USPTO patents with 853,638 reactions. Task: Predict the reaction yield, written as a fraction of the theoretical maximum amount of product (1.0 means a 100% yield; for example, 0.34 means a 34% yield). The reactants are [NH2:1][NH2:2].Cl[C:4]1[N:11]=[CH:10][C:9]([I:12])=[CH:8][C:5]=1[C:6]#[N:7]. The catalyst is CC(O)C. The product is [I:12][C:9]1[CH:8]=[C:5]2[C:6]([NH2:7])=[N:2][NH:1][C:4]2=[N:11][CH:10]=1. The yield is 0.870.